From a dataset of Full USPTO retrosynthesis dataset with 1.9M reactions from patents (1976-2016). Predict the reactants needed to synthesize the given product. (1) Given the product [CH3:10][N:9]([CH3:11])[CH2:8][C:7]([NH:19][CH2:20][CH2:21][C:22]1[CH:23]=[CH:24][C:25]([O:28][C:29](=[O:38])[N:30]([CH3:37])[C:31]2[CH:32]=[CH:33][CH:34]=[CH:35][CH:36]=2)=[CH:26][CH:27]=1)=[O:40], predict the reactants needed to synthesize it. The reactants are: CCN=C=NC[CH2:7][CH2:8][N:9]([CH3:11])[CH3:10].C(N(CC)CC)C.[NH2:19][CH2:20][CH2:21][C:22]1[CH:27]=[CH:26][C:25]([O:28][C:29](=[O:38])[N:30]([CH3:37])[C:31]2[CH:36]=[CH:35][CH:34]=[CH:33][CH:32]=2)=[CH:24][CH:23]=1.C(O)(C(F)(F)F)=[O:40]. (2) Given the product [CH3:29][O:28][C:24](=[O:27])/[CH:25]=[CH:26]/[C:2]1[CH:7]=[CH:6][C:5]2=[N:8][C:9]3[C:22]4[CH:21]=[CH:20][CH:19]=[CH:18][C:17]=4[N:16]([CH3:23])[C:15]4[C:10]=3[C:11]([CH:12]=[CH:13][CH:14]=4)=[C:4]2[CH:3]=1, predict the reactants needed to synthesize it. The reactants are: Cl[C:2]1[CH:7]=[CH:6][C:5]2=[N:8][C:9]3[C:22]4[CH:21]=[CH:20][CH:19]=[CH:18][C:17]=4[N:16]([CH3:23])[C:15]4[C:10]=3[C:11]([CH:12]=[CH:13][CH:14]=4)=[C:4]2[CH:3]=1.[C:24]([O:28][CH3:29])(=[O:27])[CH:25]=[CH2:26]. (3) The reactants are: [Br:1][C:2]1[CH:3]=[C:4]([CH:9]=[CH:10][CH:11]=1)[C:5]([NH:7][NH2:8])=[O:6].[C:12](Cl)(=[O:19])[C:13]1[CH:18]=[CH:17][CH:16]=[CH:15][CH:14]=1. Given the product [C:12]([NH:8][NH:7][C:5](=[O:6])[C:4]1[CH:9]=[CH:10][CH:11]=[C:2]([Br:1])[CH:3]=1)(=[O:19])[C:13]1[CH:18]=[CH:17][CH:16]=[CH:15][CH:14]=1, predict the reactants needed to synthesize it.